Dataset: NCI-60 drug combinations with 297,098 pairs across 59 cell lines. Task: Regression. Given two drug SMILES strings and cell line genomic features, predict the synergy score measuring deviation from expected non-interaction effect. (1) Drug 1: CC1=CC2C(CCC3(C2CCC3(C(=O)C)OC(=O)C)C)C4(C1=CC(=O)CC4)C. Drug 2: CC1=C(N=C(N=C1N)C(CC(=O)N)NCC(C(=O)N)N)C(=O)NC(C(C2=CN=CN2)OC3C(C(C(C(O3)CO)O)O)OC4C(C(C(C(O4)CO)O)OC(=O)N)O)C(=O)NC(C)C(C(C)C(=O)NC(C(C)O)C(=O)NCCC5=NC(=CS5)C6=NC(=CS6)C(=O)NCCC[S+](C)C)O. Cell line: SNB-19. Synergy scores: CSS=2.77, Synergy_ZIP=1.02, Synergy_Bliss=3.06, Synergy_Loewe=-25.8, Synergy_HSA=-5.62. (2) Drug 1: CC1=C(C=C(C=C1)NC2=NC=CC(=N2)N(C)C3=CC4=NN(C(=C4C=C3)C)C)S(=O)(=O)N.Cl. Drug 2: CC1=C(C=C(C=C1)NC(=O)C2=CC=C(C=C2)CN3CCN(CC3)C)NC4=NC=CC(=N4)C5=CN=CC=C5. Cell line: SW-620. Synergy scores: CSS=-3.98, Synergy_ZIP=9.64, Synergy_Bliss=9.67, Synergy_Loewe=2.81, Synergy_HSA=-3.65. (3) Drug 1: C1CN1P(=S)(N2CC2)N3CC3. Drug 2: B(C(CC(C)C)NC(=O)C(CC1=CC=CC=C1)NC(=O)C2=NC=CN=C2)(O)O. Cell line: 786-0. Synergy scores: CSS=58.4, Synergy_ZIP=-3.23, Synergy_Bliss=-4.23, Synergy_Loewe=-23.6, Synergy_HSA=-4.27. (4) Drug 1: CS(=O)(=O)C1=CC(=C(C=C1)C(=O)NC2=CC(=C(C=C2)Cl)C3=CC=CC=N3)Cl. Drug 2: C1CCN(CC1)CCOC2=CC=C(C=C2)C(=O)C3=C(SC4=C3C=CC(=C4)O)C5=CC=C(C=C5)O. Cell line: HL-60(TB). Synergy scores: CSS=-2.32, Synergy_ZIP=4.57, Synergy_Bliss=9.72, Synergy_Loewe=0.105, Synergy_HSA=1.19. (5) Drug 1: CN1C(=O)N2C=NC(=C2N=N1)C(=O)N. Drug 2: CC1CCC2CC(C(=CC=CC=CC(CC(C(=O)C(C(C(=CC(C(=O)CC(OC(=O)C3CCCCN3C(=O)C(=O)C1(O2)O)C(C)CC4CCC(C(C4)OC)OCCO)C)C)O)OC)C)C)C)OC. Cell line: UACC-257. Synergy scores: CSS=-5.32, Synergy_ZIP=2.27, Synergy_Bliss=-0.336, Synergy_Loewe=-6.32, Synergy_HSA=-7.34. (6) Drug 1: C1CCN(CC1)CCOC2=CC=C(C=C2)C(=O)C3=C(SC4=C3C=CC(=C4)O)C5=CC=C(C=C5)O. Drug 2: CCCS(=O)(=O)NC1=C(C(=C(C=C1)F)C(=O)C2=CNC3=C2C=C(C=N3)C4=CC=C(C=C4)Cl)F. Cell line: EKVX. Synergy scores: CSS=12.3, Synergy_ZIP=1.06, Synergy_Bliss=-2.95, Synergy_Loewe=-8.60, Synergy_HSA=-5.29. (7) Drug 1: CC1=CC=C(C=C1)C2=CC(=NN2C3=CC=C(C=C3)S(=O)(=O)N)C(F)(F)F. Drug 2: CCC(=C(C1=CC=CC=C1)C2=CC=C(C=C2)OCCN(C)C)C3=CC=CC=C3.C(C(=O)O)C(CC(=O)O)(C(=O)O)O. Cell line: HS 578T. Synergy scores: CSS=-1.61, Synergy_ZIP=4.18, Synergy_Bliss=5.86, Synergy_Loewe=4.34, Synergy_HSA=-1.61. (8) Drug 1: C1CN1P(=S)(N2CC2)N3CC3. Drug 2: CC(C)NC(=O)C1=CC=C(C=C1)CNNC.Cl. Cell line: SNB-75. Synergy scores: CSS=8.70, Synergy_ZIP=-2.72, Synergy_Bliss=0.786, Synergy_Loewe=-2.26, Synergy_HSA=0.287.